From a dataset of Peptide-MHC class I binding affinity with 185,985 pairs from IEDB/IMGT. Regression. Given a peptide amino acid sequence and an MHC pseudo amino acid sequence, predict their binding affinity value. This is MHC class I binding data. (1) The peptide sequence is YREGRDQLWK. The MHC is Mamu-B03 with pseudo-sequence Mamu-B03. The binding affinity (normalized) is 0. (2) The peptide sequence is QLKSRAAVL. The MHC is HLA-B18:01 with pseudo-sequence HLA-B18:01. The binding affinity (normalized) is 0.0847. (3) The peptide sequence is VLSDFRTWL. The MHC is HLA-A02:02 with pseudo-sequence HLA-A02:02. The binding affinity (normalized) is 0.950. (4) The peptide sequence is RGYVFQGL. The MHC is Mamu-B8301 with pseudo-sequence Mamu-B8301. The binding affinity (normalized) is 0. (5) The peptide sequence is QTSQWDDPW. The MHC is Mamu-B17 with pseudo-sequence Mamu-B17. The binding affinity (normalized) is 0.469. (6) The peptide sequence is AIEDVWQLF. The MHC is Mamu-B8701 with pseudo-sequence Mamu-B8701. The binding affinity (normalized) is 0.959. (7) The peptide sequence is LSCTKNTSHH. The MHC is HLA-A03:01 with pseudo-sequence HLA-A03:01. The binding affinity (normalized) is 0. (8) The peptide sequence is TLILAPTRVV. The MHC is HLA-A02:03 with pseudo-sequence HLA-A02:03. The binding affinity (normalized) is 0.653. (9) The MHC is HLA-B07:02 with pseudo-sequence HLA-B07:02. The peptide sequence is ILRQNMIAL. The binding affinity (normalized) is 0.510. (10) The peptide sequence is ETYVLSII. The MHC is H-2-Kb with pseudo-sequence H-2-Kb. The binding affinity (normalized) is 0.118.